From a dataset of Reaction yield outcomes from USPTO patents with 853,638 reactions. Predict the reaction yield, written as a fraction of the theoretical maximum amount of product (1.0 means a 100% yield; for example, 0.34 means a 34% yield). (1) The reactants are [N:1]12[CH2:8][CH2:7][C:4]([C:9]([C:18]3[CH:23]=[CH:22][C:21]([CH3:24])=[CH:20][CH:19]=3)([C:11]3[CH:16]=[CH:15][C:14]([CH3:17])=[CH:13][CH:12]=3)[OH:10])([CH2:5][CH2:6]1)[CH2:3][CH2:2]2.[C:25]1([CH2:31][O:32][CH2:33][CH2:34][Br:35])[CH:30]=[CH:29][CH:28]=[CH:27][CH:26]=1. The catalyst is CC#N. The product is [Br-:35].[OH:10][C:9]([C:11]1[CH:16]=[CH:15][C:14]([CH3:17])=[CH:13][CH:12]=1)([C:18]1[CH:23]=[CH:22][C:21]([CH3:24])=[CH:20][CH:19]=1)[C:4]12[CH2:5][CH2:6][N+:1]([CH2:34][CH2:33][O:32][CH2:31][C:25]3[CH:30]=[CH:29][CH:28]=[CH:27][CH:26]=3)([CH2:8][CH2:7]1)[CH2:2][CH2:3]2. The yield is 0.531. (2) The reactants are C(N(C(C)C)CC)(C)C.Cl.[CH3:11][S:12]([C:15]1[CH:20]=[CH:19][C:18]([C:21]2[CH:26]=[CH:25][C:24]([O:27][CH2:28][CH:29]3[CH2:34][CH2:33][NH:32][CH2:31][CH2:30]3)=[CH:23][CH:22]=2)=[CH:17][CH:16]=1)(=[O:14])=[O:13].Cl[C:36]([O:38][CH:39]([CH3:41])[CH3:40])=[O:37]. The catalyst is C(Cl)Cl.CCOCC. The product is [CH3:11][S:12]([C:15]1[CH:16]=[CH:17][C:18]([C:21]2[CH:26]=[CH:25][C:24]([O:27][CH2:28][CH:29]3[CH2:34][CH2:33][N:32]([C:36]([O:38][CH:39]([CH3:41])[CH3:40])=[O:37])[CH2:31][CH2:30]3)=[CH:23][CH:22]=2)=[CH:19][CH:20]=1)(=[O:14])=[O:13]. The yield is 0.820.